Dataset: Reaction yield outcomes from USPTO patents with 853,638 reactions. Task: Predict the reaction yield, written as a fraction of the theoretical maximum amount of product (1.0 means a 100% yield; for example, 0.34 means a 34% yield). (1) The reactants are [CH3:1][N:2]([C:19]([O:21][C:22]1[CH:27]=[CH:26][C:25]([C:28]([F:31])([F:30])[F:29])=[CH:24][CH:23]=1)=[O:20])[CH2:3][CH2:4][C@H:5]1[CH2:10][CH2:9][C@H:8]([CH2:11][CH2:12][CH2:13]OS(C)(=O)=O)[CH2:7][CH2:6]1.[CH2:32]([NH:35][CH3:36])[CH:33]=[CH2:34]. The catalyst is CN(C)C(=O)C.CCOCC. The product is [F:29][C:28]([F:31])([F:30])[C:25]1[CH:26]=[CH:27][C:22]([O:21][C:19](=[O:20])[N:2]([CH2:3][CH2:4][C@H:5]2[CH2:10][CH2:9][C@H:8]([CH2:11][CH2:12][CH2:13][N:35]([CH2:32][CH:33]=[CH2:34])[CH3:36])[CH2:7][CH2:6]2)[CH3:1])=[CH:23][CH:24]=1. The yield is 0.655. (2) The reactants are [H-].[Na+].[Br:3][C:4]1[N:5]=[C:6]2[CH:12]=[CH:11][NH:10][C:7]2=[N:8][CH:9]=1.[CH3:13][Si:14]([CH2:17][CH2:18][O:19][CH2:20]Cl)([CH3:16])[CH3:15]. The catalyst is CCCCCC.CN(C)C=O. The product is [Br:3][C:4]1[N:5]=[C:6]2[CH:12]=[CH:11][N:10]([CH2:20][O:19][CH2:18][CH2:17][Si:14]([CH3:16])([CH3:15])[CH3:13])[C:7]2=[N:8][CH:9]=1. The yield is 0.650. (3) The reactants are C[Mg+].[Br-].[NH:4]1[C:12]2[C:7](=[CH:8][CH:9]=[CH:10][CH:11]=2)[CH:6]=[CH:5]1.[Cl:13][C:14]1[N:19]=[C:18](Cl)[C:17]([CH3:21])=[CH:16][N:15]=1.C(O)(=O)C. The catalyst is C1COCC1.O. The product is [Cl:13][C:14]1[N:19]=[C:18]([C:6]2[C:7]3[C:12](=[CH:11][CH:10]=[CH:9][CH:8]=3)[NH:4][CH:5]=2)[C:17]([CH3:21])=[CH:16][N:15]=1. The yield is 0.500. (4) The reactants are F[C:2]1[CH:7]=[C:6]([B:8]2[O:12][C:11]([CH3:14])([CH3:13])[C:10]([CH3:16])([CH3:15])[O:9]2)[CH:5]=[CH:4][N:3]=1.Cl.[F:18][C@H:19]1[CH2:23][CH2:22][NH:21][CH2:20]1.C([O-])([O-])=O.[Na+].[Na+]. The yield is 0.360. The product is [F:18][C@H:19]1[CH2:23][CH2:22][N:21]([C:2]2[CH:7]=[C:6]([B:8]3[O:12][C:11]([CH3:14])([CH3:13])[C:10]([CH3:16])([CH3:15])[O:9]3)[CH:5]=[CH:4][N:3]=2)[CH2:20]1. The catalyst is CC(O)C. (5) The reactants are [I:1][C:2]1[C:10]2[C:5](=[N:6][CH:7]=[N:8][C:9]=2[NH2:11])[NH:4][N:3]=1.[O:12]1[CH:17]=[CH:16][CH2:15][CH2:14][CH2:13]1.[OH2:18].[CH3:19][C:20]1C=C[C:23](S(O)(=O)=O)=[CH:22][CH:21]=1. The catalyst is CN(C=O)C. The product is [I:1][C:2]1[C:10]2[C:5](=[N:6][CH:7]=[N:8][C:9]=2[NH:11][CH:17]2[CH2:16][CH2:15][CH2:14][CH2:13][O:12]2)[N:4]([CH:23]2[CH2:22][CH2:21][CH2:20][CH2:19][O:18]2)[N:3]=1. The yield is 0.195.